From a dataset of Forward reaction prediction with 1.9M reactions from USPTO patents (1976-2016). Predict the product of the given reaction. (1) The product is: [CH:42]([C:32]1[N:28]([CH2:27][C:26]2[CH:25]=[CH:24][C:23]([O:22][CH3:21])=[CH:39][CH:38]=2)[N:29]=[CH:30][C:31]=1[C:33]([O:35][CH2:36][CH3:37])=[O:34])=[O:43]. Given the reactants C([Li])CCC.C(NC(C)C)(C)C.[Li+].CC([N-]C(C)C)C.[CH3:21][O:22][C:23]1[CH:39]=[CH:38][C:26]([CH2:27][N:28]2[CH:32]=[C:31]([C:33]([O:35][CH2:36][CH3:37])=[O:34])[CH:30]=[N:29]2)=[CH:25][CH:24]=1.CN(C)[CH:42]=[O:43], predict the reaction product. (2) Given the reactants NC1C=CC([C:8]2[C:13]([S:14]([NH2:17])(=[O:16])=[O:15])=[CH:12][CH:11]=[C:10]([NH2:18])[CH:9]=2)=CC=1.[I:19][C:20]1[CH:25]=[CH:24][C:23]([N:26]=[C:27]=[O:28])=[CH:22][CH:21]=1.[K+].[Br-].NC(N)=O, predict the reaction product. The product is: [CH:11]1[C:10]([NH:18][C:27]([NH:26][C:23]2[CH:22]=[CH:21][C:20]([I:19])=[CH:25][CH:24]=2)=[O:28])=[CH:9][CH:8]=[C:13]([S:14]([NH2:17])(=[O:15])=[O:16])[CH:12]=1.